Dataset: Forward reaction prediction with 1.9M reactions from USPTO patents (1976-2016). Task: Predict the product of the given reaction. (1) Given the reactants [CH3:1][O:2][C:3]([C:8]1[CH:13]=[CH:12][CH:11]=[CH:10][CH:9]=1)([CH3:7])[C:4]([OH:6])=O.[NH2:14][CH2:15][C:16]1[CH:23]=[CH:22][C:19]([C:20]#[N:21])=[CH:18][CH:17]=1, predict the reaction product. The product is: [C:15]([C:16]1[CH:23]=[CH:22][C:19]([CH2:20][NH:21][C:4](=[O:6])[C:3]([O:2][CH3:1])([C:8]2[CH:13]=[CH:12][CH:11]=[CH:10][CH:9]=2)[CH3:7])=[CH:18][CH:17]=1)#[N:14]. (2) Given the reactants [N+:1]([C:4]1[CH:9]=[CH:8][C:7]([OH:10])=[CH:6][CH:5]=1)([O-:3])=[O:2].C(N(C(C)C)CC)(C)C.C1[CH2:24][O:23][CH2:22]C1.O, predict the reaction product. The product is: [CH3:22][O:23][CH2:24][O:10][C:7]1[CH:8]=[CH:9][C:4]([N+:1]([O-:3])=[O:2])=[CH:5][CH:6]=1. (3) Given the reactants [CH3:1][C:2]1[C:6]([C:7]2[C:12]([CH3:13])=[C:11]([N:14]3[CH2:22][C:21]4[CH:20]=[N:19][CH:18]=[N:17][C:16]=4[CH2:15]3)[N:10]=[C:9]([C:23]3[CH:24]=[C:25]([OH:33])[CH:26]=[CH:27][C:28]=3[C:29]([F:32])([F:31])[F:30])[N:8]=2)=[C:5]([CH3:34])[O:4][N:3]=1.S(C1C=CC([N+]([O-])=O)=CC=1)(O[CH2:39][C@@H:40]1[O:42][CH2:41]1)(=O)=O.C([O-])([O-])=O.[Cs+].[Cs+], predict the reaction product. The product is: [CH3:1][C:2]1[C:6]([C:7]2[C:12]([CH3:13])=[C:11]([N:14]3[CH2:22][C:21]4[CH:20]=[N:19][CH:18]=[N:17][C:16]=4[CH2:15]3)[N:10]=[C:9]([C:23]3[CH:24]=[C:25]([O:33][CH2:39][C@H:40]4[CH2:41][O:42]4)[CH:26]=[CH:27][C:28]=3[C:29]([F:31])([F:32])[F:30])[N:8]=2)=[C:5]([CH3:34])[O:4][N:3]=1. (4) Given the reactants [CH3:1][NH:2][NH:3][C:4]([C:6]1[C:11]([CH3:12])=[CH:10][CH:9]=[CH:8][N:7]=1)=[NH:5].[OH:13][C:14]1[CH:23]=[CH:22][C:21]2[C:16](=[CH:17][CH:18]=[CH:19][CH:20]=2)[C:15]=1[CH:24]=O, predict the reaction product. The product is: [CH3:1][N:2]1[C:24]([C:15]2[C:16]3[C:21](=[CH:20][CH:19]=[CH:18][CH:17]=3)[CH:22]=[CH:23][C:14]=2[OH:13])=[N:5][C:4]([C:6]2[C:11]([CH3:12])=[CH:10][CH:9]=[CH:8][N:7]=2)=[N:3]1. (5) Given the reactants CCN(C(C)C)C(C)C.C1C=CC2N(O)N=NC=2C=1.CCN=C=NCCCN(C)C.[S:31]1[C:35]2[CH:36]=[CH:37][CH:38]=[CH:39][C:34]=2[N:33]=[C:32]1[S:40][CH2:41][C:42]([OH:44])=O.[NH:45]1[CH2:51][CH2:50][CH2:49][C:48](=[O:52])[C:47]2[CH:53]=[CH:54][CH:55]=[CH:56][C:46]1=2, predict the reaction product. The product is: [S:31]1[C:35]2[CH:36]=[CH:37][CH:38]=[CH:39][C:34]=2[N:33]=[C:32]1[S:40][CH2:41][C:42]([N:45]1[CH2:51][CH2:50][CH2:49][C:48](=[O:52])[C:47]2[CH:53]=[CH:54][CH:55]=[CH:56][C:46]1=2)=[O:44]. (6) Given the reactants CS[C:3]1[N:4]=[C:5]([NH:14][C:15]2[CH:20]=[CH:19][CH:18]=[C:17]([Br:21])[CH:16]=2)[C:6]2[C:12](=[O:13])[NH:11][CH:10]=[CH:9][C:7]=2[N:8]=1.C([NH:29][CH:30]1[CH2:35][CH2:34][NH:33][CH2:32][CH2:31]1)(OC(C)(C)C)=O.[ClH:36], predict the reaction product. The product is: [ClH:36].[NH2:29][CH:30]1[CH2:35][CH2:34][N:33]([C:3]2[N:4]=[C:5]([NH:14][C:15]3[CH:20]=[CH:19][CH:18]=[C:17]([Br:21])[CH:16]=3)[C:6]3[C:12](=[O:13])[NH:11][CH:10]=[CH:9][C:7]=3[N:8]=2)[CH2:32][CH2:31]1. (7) The product is: [CH3:1][O:2][C:3]1[CH:23]=[CH:22][C:21]([O:24][CH3:25])=[CH:20][C:4]=1[CH2:5][CH:6]1[C:15]2[C:10](=[C:11]([O:18][CH3:19])[CH:12]=[CH:13][C:14]=2[O:16][CH3:17])[CH2:9][CH2:8][N:7]1[CH2:27][C:28]([NH:38][CH2:37][C:32]1[CH:33]=[CH:34][CH:35]=[CH:36][N:31]=1)=[O:29]. Given the reactants [CH3:1][O:2][C:3]1[CH:23]=[CH:22][C:21]([O:24][CH3:25])=[CH:20][C:4]=1[CH2:5][CH:6]1[C:15]2[C:10](=[C:11]([O:18][CH3:19])[CH:12]=[CH:13][C:14]=2[O:16][CH3:17])[CH2:9][CH2:8][NH:7]1.Br[CH2:27][C:28](Br)=[O:29].[N:31]1[CH:36]=[CH:35][CH:34]=[CH:33][C:32]=1[CH2:37][NH2:38], predict the reaction product.